This data is from Catalyst prediction with 721,799 reactions and 888 catalyst types from USPTO. The task is: Predict which catalyst facilitates the given reaction. Product: [NH2:8][C:6]1[N:5]2[N:25]=[CH:26][C:27]([C:28]3[CH:29]=[N:30][C:31]4[C:36]([CH:37]=3)=[CH:35][CH:34]=[CH:33][CH:32]=4)=[C:4]2[N:3]=[C:2]([N:44]2[CH2:45][CH2:46][CH:42]([C:40]([O:39][CH3:38])=[O:41])[CH2:43]2)[CH:7]=1. Reactant: Cl[C:2]1[CH:7]=[C:6]([N:8](COCC[Si](C)(C)C)COCC[Si](C)(C)C)[N:5]2[N:25]=[CH:26][C:27]([C:28]3[CH:29]=[N:30][C:31]4[C:36]([CH:37]=3)=[CH:35][CH:34]=[CH:33][CH:32]=4)=[C:4]2[N:3]=1.[CH3:38][O:39][C:40]([CH:42]1[CH2:46][CH2:45][NH:44][CH2:43]1)=[O:41].C(N(C(C)C)C(C)C)C. The catalyst class is: 3.